Dataset: NCI-60 drug combinations with 297,098 pairs across 59 cell lines. Task: Regression. Given two drug SMILES strings and cell line genomic features, predict the synergy score measuring deviation from expected non-interaction effect. (1) Drug 1: CC1=C2C(C(=O)C3(C(CC4C(C3C(C(C2(C)C)(CC1OC(=O)C(C(C5=CC=CC=C5)NC(=O)OC(C)(C)C)O)O)OC(=O)C6=CC=CC=C6)(CO4)OC(=O)C)OC)C)OC. Drug 2: C1CN(P(=O)(OC1)NCCCl)CCCl. Cell line: HL-60(TB). Synergy scores: CSS=88.2, Synergy_ZIP=17.5, Synergy_Bliss=15.2, Synergy_Loewe=-32.4, Synergy_HSA=14.0. (2) Drug 1: C(=O)(N)NO. Drug 2: CC12CCC3C(C1CCC2O)C(CC4=C3C=CC(=C4)O)CCCCCCCCCS(=O)CCCC(C(F)(F)F)(F)F. Cell line: SF-295. Synergy scores: CSS=1.97, Synergy_ZIP=-0.188, Synergy_Bliss=-1.71, Synergy_Loewe=-3.23, Synergy_HSA=-3.03. (3) Drug 1: CNC(=O)C1=NC=CC(=C1)OC2=CC=C(C=C2)NC(=O)NC3=CC(=C(C=C3)Cl)C(F)(F)F. Drug 2: COC1=C2C(=CC3=C1OC=C3)C=CC(=O)O2. Cell line: SK-OV-3. Synergy scores: CSS=-4.96, Synergy_ZIP=5.96, Synergy_Bliss=5.28, Synergy_Loewe=-5.24, Synergy_HSA=-4.44. (4) Drug 1: C1C(C(OC1N2C=NC3=C(N=C(N=C32)Cl)N)CO)O. Drug 2: CC1=C(N=C(N=C1N)C(CC(=O)N)NCC(C(=O)N)N)C(=O)NC(C(C2=CN=CN2)OC3C(C(C(C(O3)CO)O)O)OC4C(C(C(C(O4)CO)O)OC(=O)N)O)C(=O)NC(C)C(C(C)C(=O)NC(C(C)O)C(=O)NCCC5=NC(=CS5)C6=NC(=CS6)C(=O)NCCC[S+](C)C)O. Cell line: UACC-257. Synergy scores: CSS=18.7, Synergy_ZIP=-6.41, Synergy_Bliss=-1.85, Synergy_Loewe=-7.37, Synergy_HSA=-1.61. (5) Cell line: OVCAR-8. Synergy scores: CSS=20.8, Synergy_ZIP=-6.02, Synergy_Bliss=2.25, Synergy_Loewe=-12.0, Synergy_HSA=1.32. Drug 2: CCC1(C2=C(COC1=O)C(=O)N3CC4=CC5=C(C=CC(=C5CN(C)C)O)N=C4C3=C2)O.Cl. Drug 1: CCC1(CC2CC(C3=C(CCN(C2)C1)C4=CC=CC=C4N3)(C5=C(C=C6C(=C5)C78CCN9C7C(C=CC9)(C(C(C8N6C=O)(C(=O)OC)O)OC(=O)C)CC)OC)C(=O)OC)O.OS(=O)(=O)O.